Dataset: Reaction yield outcomes from USPTO patents with 853,638 reactions. Task: Predict the reaction yield, written as a fraction of the theoretical maximum amount of product (1.0 means a 100% yield; for example, 0.34 means a 34% yield). (1) The reactants are C(OC(=O)[NH:10][CH2:11][CH2:12][CH2:13][CH2:14][C:15]1[CH:20]=[CH:19][C:18]([O:21][CH2:22][C:23](=[O:29])[NH:24][CH2:25][C:26](=[O:28])[NH2:27])=[CH:17][CH:16]=1)C1C=CC=CC=1. The catalyst is CCO.C1COCC1. The product is [NH2:10][CH2:11][CH2:12][CH2:13][CH2:14][C:15]1[CH:20]=[CH:19][C:18]([O:21][CH2:22][C:23]([NH:24][CH2:25][C:26](=[O:28])[NH2:27])=[O:29])=[CH:17][CH:16]=1. The yield is 0.910. (2) The reactants are [C:1]1([C:11]2[CH:12]=[CH:13][CH:14]=[C:15]3[C:19]=2[C:18](=O)[CH:17]([CH2:21][CH:22]2[CH2:27][CH2:26][CH2:25][CH2:24][CH2:23]2)[CH2:16]3)[C:10]2[C:5](=[CH:6][CH:7]=[CH:8][CH:9]=2)[CH:4]=[CH:3][CH:2]=1.[BH4-].[Na+].CO.S(=O)(=O)(O)O. The catalyst is C1(C)C=CC=CC=1.O. The product is [C:1]1([C:11]2[CH:12]=[CH:13][CH:14]=[C:15]3[C:19]=2[CH2:18][C:17]([CH2:21][CH:22]2[CH2:23][CH2:24][CH2:25][CH2:26][CH2:27]2)=[CH:16]3)[C:10]2[C:5](=[CH:6][CH:7]=[CH:8][CH:9]=2)[CH:4]=[CH:3][CH:2]=1. The yield is 0.950. (3) No catalyst specified. The yield is 0.500. The reactants are [CH:1]([CH:5]1[CH2:10][CH2:9][CH:8]([O:11][C:12]2[CH:13]=[C:14]3[C:19](=[CH:20][CH:21]=2)[CH:18]=[C:17]([C@:22]2([CH3:28])[CH2:26][O:25]C(=O)[NH:23]2)[CH:16]=[CH:15]3)[CH2:7][CH2:6]1)([CH2:3][CH3:4])[CH3:2].C(O)C.O.[OH-].[Li+].O. The product is [NH2:23][C@@:22]([C:17]1[CH:16]=[CH:15][C:14]2[C:19](=[CH:20][CH:21]=[C:12]([O:11][CH:8]3[CH2:7][CH2:6][CH:5]([CH:1]([CH2:3][CH3:4])[CH3:2])[CH2:10][CH2:9]3)[CH:13]=2)[CH:18]=1)([CH3:28])[CH2:26][OH:25]. (4) The reactants are [NH2:1][NH2:2].O.[CH2:4]([O:6][C:7](=[O:19])[C:8](=O)[CH2:9][C:10](=O)[C:11]1[CH:16]=[CH:15][CH:14]=[CH:13][CH:12]=1)C. The catalyst is CO. The product is [CH3:4][O:6][C:7]([C:8]1[CH:9]=[C:10]([C:11]2[CH:16]=[CH:15][CH:14]=[CH:13][CH:12]=2)[NH:2][N:1]=1)=[O:19]. The yield is 0.773.